This data is from Full USPTO retrosynthesis dataset with 1.9M reactions from patents (1976-2016). The task is: Predict the reactants needed to synthesize the given product. Given the product [CH2:13]([C:15]1[S:51][C:18]2[N:19]([CH2:36][C:37]3[CH:42]=[CH:41][C:40]([C:43]4[CH:48]=[CH:47][CH:46]=[CH:45][C:44]=4[C:49]4[NH:3][C:4](=[O:7])[O:5][N:50]=4)=[CH:39][CH:38]=3)[C:20](=[O:35])[N:21]([CH2:24][C:25]([C:27]3[CH:28]=[CH:29][C:30]([CH2:33][CH3:34])=[CH:31][CH:32]=3)=[O:26])[C:22](=[O:23])[C:17]=2[CH:16]=1)[CH3:14], predict the reactants needed to synthesize it. The reactants are: [Cl-].O[NH3+:3].[C:4](=[O:7])([O-])[OH:5].[Na+].CS(C)=O.[CH2:13]([C:15]1[S:51][C:18]2[N:19]([CH2:36][C:37]3[CH:42]=[CH:41][C:40]([C:43]4[C:44]([C:49]#[N:50])=[CH:45][CH:46]=[CH:47][CH:48]=4)=[CH:39][CH:38]=3)[C:20](=[O:35])[N:21]([CH2:24][C:25]([C:27]3[CH:32]=[CH:31][C:30]([CH2:33][CH3:34])=[CH:29][CH:28]=3)=[O:26])[C:22](=[O:23])[C:17]=2[CH:16]=1)[CH3:14].